This data is from Catalyst prediction with 721,799 reactions and 888 catalyst types from USPTO. The task is: Predict which catalyst facilitates the given reaction. (1) Reactant: C(Cl)(=O)C(Cl)=O.CS(C)=O.[CH:11]([C@:14]1([C:26]([N:28]2[CH2:33][C:32]3[CH:34]=[C:35]([C:38]([F:41])([F:40])[F:39])[CH:36]=[CH:37][C:31]=3[O:30][CH2:29]2)=[O:27])[CH2:18][CH2:17][C@@H:16]([N:19]2[CH2:24][CH2:23][CH:22]([OH:25])[CH2:21][CH2:20]2)[CH2:15]1)([CH3:13])[CH3:12].C(N(CC)CC)C.C(=O)=O.CC(C)=O. Product: [CH:11]([C@:14]1([C:26]([N:28]2[CH2:33][C:32]3[CH:34]=[C:35]([C:38]([F:39])([F:40])[F:41])[CH:36]=[CH:37][C:31]=3[O:30][CH2:29]2)=[O:27])[CH2:18][CH2:17][C@@H:16]([N:19]2[CH2:24][CH2:23][C:22](=[O:25])[CH2:21][CH2:20]2)[CH2:15]1)([CH3:13])[CH3:12]. The catalyst class is: 2. (2) Reactant: [H-].[Na+].[CH3:3][CH:4]([OH:8])[CH2:5][CH:6]=[CH2:7].[CH2:9]([O:11][CH:12]([O:15][CH2:16][CH3:17])[CH2:13]Br)[CH3:10]. Product: [CH2:9]([O:11][CH:12]([O:15][CH2:16][CH3:17])[CH2:13][O:8][CH:4]([CH3:3])[CH2:5][CH:6]=[CH2:7])[CH3:10]. The catalyst class is: 9. (3) Reactant: C(OC([N:8]1[CH2:12][CH2:11][CH:10]([O:13][CH2:14][C:15]2[CH:20]=[CH:19][C:18]([Cl:21])=[CH:17][CH:16]=2)[CH2:9]1)=O)(C)(C)C. Product: [Cl:21][C:18]1[CH:19]=[CH:20][C:15]([CH2:14][O:13][CH:10]2[CH2:11][CH2:12][NH:8][CH2:9]2)=[CH:16][CH:17]=1. The catalyst class is: 106. (4) The catalyst class is: 16. Reactant: [Cl:1][C:2]1[C:3](Cl)=[N:4][C:5]([O:10][CH2:11][CH2:12][CH2:13][C:14](=[O:16])[CH3:15])=[C:6]([CH:9]=1)[C:7]#[N:8].[B:18]1([OH:28])[C:22]2[CH:23]=[CH:24][C:25]([OH:27])=[CH:26][C:21]=2[CH2:20][O:19]1.C([O-])([O-])=O.[Cs+].[Cs+]. Product: [Cl:1][C:2]1[C:3]([O:27][C:25]2[CH:24]=[CH:23][C:22]3[B:18]([OH:28])[O:19][CH2:20][C:21]=3[CH:26]=2)=[N:4][C:5]([O:10][CH2:11][CH2:12][CH2:13][C:14](=[O:16])[CH3:15])=[C:6]([CH:9]=1)[C:7]#[N:8]. (5) Reactant: [F:1][C:2]([F:25])([F:24])[C:3]1[CH:4]=[C:5]([C:13]2[N:17]=[CH:16][N:15](/[CH:18]=[CH:19]\[C:20]([NH:22][NH2:23])=[O:21])[N:14]=2)[CH:6]=[C:7]([C:9]([F:12])([F:11])[F:10])[CH:8]=1.[C:26]([O:30][C:31]([NH:33][C@H:34]([CH:38]([CH3:40])[CH3:39])[C:35](O)=[O:36])=[O:32])([CH3:29])([CH3:28])[CH3:27].C(P1(=O)OP(CCC)(=O)OP(CCC)(=O)O1)CC.CCN(C(C)C)C(C)C. Product: [F:25][C:2]([F:24])([F:1])[C:3]1[CH:4]=[C:5]([C:13]2[N:17]=[CH:16][N:15](/[CH:18]=[CH:19]\[C:20]([NH:22][NH:23][C:35](=[O:36])[C@H:34]([NH:33][C:31](=[O:32])[O:30][C:26]([CH3:29])([CH3:28])[CH3:27])[CH:38]([CH3:40])[CH3:39])=[O:21])[N:14]=2)[CH:6]=[C:7]([C:9]([F:10])([F:11])[F:12])[CH:8]=1. The catalyst class is: 1.